This data is from TCR-epitope binding with 47,182 pairs between 192 epitopes and 23,139 TCRs. The task is: Binary Classification. Given a T-cell receptor sequence (or CDR3 region) and an epitope sequence, predict whether binding occurs between them. (1) The TCR CDR3 sequence is CSARQVVIWNTEAFF. Result: 1 (the TCR binds to the epitope). The epitope is LLQTGIHVRVSQPSL. (2) The epitope is KLSALGINAV. The TCR CDR3 sequence is CASSAGTSFDEQYF. Result: 0 (the TCR does not bind to the epitope). (3) The epitope is GLCTLVAML. The TCR CDR3 sequence is CASSVATGTYEQYF. Result: 0 (the TCR does not bind to the epitope).